This data is from Full USPTO retrosynthesis dataset with 1.9M reactions from patents (1976-2016). The task is: Predict the reactants needed to synthesize the given product. (1) Given the product [CH:1]1([N:7]2[C:12](=[O:13])[C:11]([C:31]([NH:38][CH2:47][C:48]([OH:50])=[O:49])=[O:58])=[C:10]([OH:14])[N:9]=[C:8]2[C:15]2[CH:16]=[CH:17][CH:18]=[CH:19][CH:20]=2)[CH2:6][CH2:5][CH2:4][CH2:3][CH2:2]1, predict the reactants needed to synthesize it. The reactants are: [CH:1]1([N:7]2[C:12](=[O:13])[CH:11]=[C:10]([OH:14])[N:9]=[C:8]2[C:15]2[CH:20]=[CH:19][CH:18]=[CH:17][CH:16]=2)[CH2:6][CH2:5][CH2:4][CH2:3][CH2:2]1.[Cl-].C[Al+]C.CCCCCC.[C:31](#[N:38])C1C=CC=CC=1.C1(N)CCCCC1.C(OCC)(=O)[CH2:47][C:48]([O:50]CC)=[O:49].C[O-:58].[Na+]. (2) Given the product [CH3:6][N+:7]1[C:11]([O-:21])=[N:10][N:9]([CH:17]([CH3:20])[CH2:18][CH3:19])[N:8]=1, predict the reactants needed to synthesize it. The reactants are: F[B-](F)(F)F.[CH3:6][N+:7]1[C:11](SC(C)CC)=[N:10][N:9]([CH:17]([CH3:20])[CH2:18][CH3:19])[N:8]=1.[OH-:21].[Na+]. (3) Given the product [C:1]([C:5]1[CH:10]=[CH:9][CH:8]=[CH:7][C:6]=1[N:11]1[CH2:18][CH2:17][N:15]([CH3:16])[CH2:14][CH2:13]1)([CH3:4])([CH3:2])[CH3:3], predict the reactants needed to synthesize it. The reactants are: [C:1]([C:5]1[CH:10]=[CH:9][CH:8]=[CH:7][C:6]=1[NH2:11])([CH3:4])([CH3:3])[CH3:2].Cl[CH2:13][CH2:14][N:15]([CH2:17][CH2:18]Cl)[CH3:16].C([O-])([O-])=O.[K+].[K+].[Na+].[I-]. (4) Given the product [O:24]1[CH:25]=[CH:26][C:22]([NH:21][S:18]([C:14]2[CH:13]=[C:12]3[C:17](=[CH:16][CH:15]=2)[N:8]([C:6]2[CH:7]=[C:2]([C:32]4[CH:33]=[CH:34][CH:35]=[CH:36][N:31]=4)[CH:3]=[CH:4][C:5]=2[O:28][CH3:29])[C:9](=[O:27])[CH:10]=[CH:11]3)(=[O:20])=[O:19])=[N:23]1, predict the reactants needed to synthesize it. The reactants are: Br[C:2]1[CH:3]=[CH:4][C:5]([O:28][CH3:29])=[C:6]([N:8]2[C:17]3[C:12](=[CH:13][C:14]([S:18]([NH:21][C:22]4[CH:26]=[CH:25][O:24][N:23]=4)(=[O:20])=[O:19])=[CH:15][CH:16]=3)[CH:11]=[CH:10][C:9]2=[O:27])[CH:7]=1.[Br-].[N:31]1[CH:36]=[CH:35][CH:34]=[CH:33][C:32]=1[Zn+].[Cl-].[NH4+]. (5) The reactants are: [N:1]([CH2:4][CH2:5][C:6]1[N:7]=[CH:8][C:9]2[C:14]([CH:15]=1)=[CH:13][CH:12]=[CH:11][CH:10]=2)=[N+]=[N-].C1(P(C2C=CC=CC=2)C2C=CC=CC=2)C=CC=CC=1.O. Given the product [NH2:1][CH2:4][CH2:5][C:6]1[N:7]=[CH:8][C:9]2[C:14]([CH:15]=1)=[CH:13][CH:12]=[CH:11][CH:10]=2, predict the reactants needed to synthesize it. (6) Given the product [CH3:16][O:17][C:18]1[CH:19]=[C:20]([CH3:29])[C:21]([S:25]([N:1]2[CH2:6][CH2:5][CH2:4][CH2:3][CH:2]2[CH2:7][OH:8])(=[O:26])=[O:27])=[C:22]([CH3:24])[CH:23]=1, predict the reactants needed to synthesize it. The reactants are: [NH:1]1[CH2:6][CH2:5][CH2:4][CH2:3][CH:2]1[CH2:7][OH:8].C(N(CC)CC)C.[CH3:16][O:17][C:18]1[CH:23]=[C:22]([CH3:24])[C:21]([S:25](Cl)(=[O:27])=[O:26])=[C:20]([CH3:29])[CH:19]=1.Cl. (7) Given the product [Br:1][C:2]1[C:3]([O:19][CH3:18])=[C:4]2[O:8][C:7]([CH:9]3[CH2:11][CH2:10]3)=[N:6][C:5]2=[C:12]([C:15]#[N:16])[C:13]=1[CH3:14], predict the reactants needed to synthesize it. The reactants are: [Br:1][C:2]1[C:3](F)=[C:4]2[O:8][C:7]([CH:9]3[CH2:11][CH2:10]3)=[N:6][C:5]2=[C:12]([C:15]#[N:16])[C:13]=1[CH3:14].[C:18](=O)([O-])[O-:19].[K+].[K+].